This data is from Reaction yield outcomes from USPTO patents with 853,638 reactions. The task is: Predict the reaction yield, written as a fraction of the theoretical maximum amount of product (1.0 means a 100% yield; for example, 0.34 means a 34% yield). (1) The reactants are [NH2:1][C:2]1[CH:7]=[C:6]([CH3:8])[CH:5]=[CH:4][N:3]=1.[C:9]1(=O)[O:14][C:12](=[O:13])[C:11]2=[CH:15][CH:16]=[CH:17][CH:18]=[C:10]12.C(N(CC)CC)C. The catalyst is C1(C)C=CC=CC=1. The product is [CH3:8][C:6]1[CH:5]=[CH:4][N:3]=[C:2]([N:1]2[C:12](=[O:13])[C:11]3[C:10](=[CH:18][CH:17]=[CH:16][CH:15]=3)[C:9]2=[O:14])[CH:7]=1. The yield is 0.560. (2) The reactants are [CH2:1]([O:8][C:9]1[CH:10]=[C:11]2[C:15](=[CH:16][CH:17]=1)[NH:14][CH:13]=[CH:12]2)[C:2]1[CH:7]=[CH:6][CH:5]=[CH:4][CH:3]=1.[BH3-]C#N.[Na+].O.[OH-].[K+]. The catalyst is C(O)(=O)C. The product is [CH2:1]([O:8][C:9]1[CH:10]=[C:11]2[C:15](=[CH:16][CH:17]=1)[NH:14][CH2:13][CH2:12]2)[C:2]1[CH:3]=[CH:4][CH:5]=[CH:6][CH:7]=1. The yield is 0.890. (3) The reactants are C[O:2][C:3](=O)[CH2:4][C:5]([NH:7][C:8]1[CH:13]=[CH:12][C:11]([O:14][CH2:15][C:16]2[CH:21]=[CH:20][CH:19]=[C:18]([F:22])[CH:17]=2)=[C:10]([Cl:23])[CH:9]=1)=[O:6].[NH3:25]. The catalyst is CO. The product is [Cl:23][C:10]1[CH:9]=[C:8]([NH:7][C:5](=[O:6])[CH2:4][C:3]([NH2:25])=[O:2])[CH:13]=[CH:12][C:11]=1[O:14][CH2:15][C:16]1[CH:21]=[CH:20][CH:19]=[C:18]([F:22])[CH:17]=1. The yield is 1.00. (4) The reactants are [C:1]([NH:9][CH:10]([CH3:19])[C:11](=[O:18])[CH2:12][C:13]([O:15][CH2:16][CH3:17])=[O:14])(=O)[C:2]1[CH:7]=[CH:6][CH:5]=[CH:4][CH:3]=1.O=P(Cl)(Cl)Cl.C([O-])(O)=O.[Na+]. The catalyst is CN(C=O)C. The yield is 0.480. The product is [CH2:16]([O:15][C:13](=[O:14])[CH2:12][C:11]1[O:18][C:1]([C:2]2[CH:7]=[CH:6][CH:5]=[CH:4][CH:3]=2)=[N:9][C:10]=1[CH3:19])[CH3:17]. (5) The reactants are [Cl:1][C:2]1[CH:24]=[C:23]([Cl:25])[CH:22]=[CH:21][C:3]=1[CH2:4][N:5]1[C:13]2[C:8](=[CH:9][C:10]([F:19])=[CH:11][C:12]=2/[CH:14]=[CH:15]/[C:16](O)=[O:17])[C:7]([CH3:20])=[CH:6]1.CCN=C=NCCCN(C)C.C1C=C2N=NN(O)C2=CC=1.O.C(N(C(C)C)CC)(C)C.Cl[C:58]1([S:64]([NH2:67])(=[O:66])=[O:65])[CH2:62][C:61]([Cl:63])=[CH:60][S:59]1.[ClH:68]. The catalyst is ClCCl.O. The product is [Cl:1][C:2]1[CH:24]=[C:23]([Cl:25])[CH:22]=[CH:21][C:3]=1[CH2:4][N:5]1[C:13]2[C:8](=[CH:9][C:10]([F:19])=[CH:11][C:12]=2/[CH:14]=[CH:15]/[C:16]([NH:67][S:64]([C:58]2[S:59][C:60]([Cl:68])=[C:61]([Cl:63])[CH:62]=2)(=[O:66])=[O:65])=[O:17])[C:7]([CH3:20])=[CH:6]1. The yield is 0.600. (6) The reactants are [CH3:1][C:2]1[S:3][CH:4]=[C:5]([CH2:7]Cl)[N:6]=1.[CH3:9][NH2:10]. No catalyst specified. The product is [CH3:9][NH:10][CH2:7][C:5]1[N:6]=[C:2]([CH3:1])[S:3][CH:4]=1. The yield is 0.990. (7) The reactants are [Na].[O:2]1[CH:6]=[CH:5][CH:4]=[C:3]1[C:7](=O)[CH2:8][C:9]1[CH:14]=[CH:13][N:12]=[CH:11][CH:10]=1.[O:16]1[CH:20]=[CH:19][CH:18]=[C:17]1[CH:21]=O.Cl.[NH2:24][C:25]([NH2:27])=[NH:26]. The catalyst is C(O)C. The product is [O:2]1[CH:6]=[CH:5][CH:4]=[C:3]1[C:7]1[C:8]([C:9]2[CH:14]=[CH:13][N:12]=[CH:11][CH:10]=2)=[C:21]([C:17]2[O:16][CH:20]=[CH:19][CH:18]=2)[N:26]=[C:25]([NH2:27])[N:24]=1. The yield is 0.410. (8) The reactants are [CH3:1][C:2]([CH3:21])([CH3:20])[C@H:3]([NH:9][C:10](=[O:19])[O:11][CH2:12][C:13]1[CH:18]=[CH:17][CH:16]=[CH:15][CH:14]=1)[C:4]1[N:5]=[N:6][NH:7][N:8]=1.[C:22](=O)([O-])[O-].[K+].[K+].CI. The catalyst is CC(C)=O. The product is [CH3:1][C:2]([CH3:21])([CH3:20])[C@H:3]([NH:9][C:10](=[O:19])[O:11][CH2:12][C:13]1[CH:18]=[CH:17][CH:16]=[CH:15][CH:14]=1)[C:4]1[N:5]=[N:6][N:7]([CH3:22])[N:8]=1.[CH3:1][C:2]([CH3:21])([CH3:20])[C@H:3]([NH:9][C:10](=[O:19])[O:11][CH2:12][C:13]1[CH:18]=[CH:17][CH:16]=[CH:15][CH:14]=1)[C:4]1[N:8]([CH3:22])[N:7]=[N:6][N:5]=1. The yield is 0.570. (9) The reactants are [OH:1][P:2]([O:5][P:6]([O:9][P:10]([O:13][P:14]([OH:17])([OH:16])=[O:15])([OH:12])=[O:11])([OH:8])=[O:7])(=[O:4])[OH:3].[Si]([O:25][C@@H:26]1[C@@H:30]([CH2:31][OH:32])[O:29][C@@H:28]([N:33]2[CH:40]=[CH:39][C:37](=[O:38])[NH:36][C:34]2=[O:35])[C@@H:27]1[OH:41])(C(C)(C)C)(C)C.[F-].C([N+](CCCC)(CCCC)CCCC)CCC.C1COCC1.CC(O)=O.[SiH3]O[SiH3]. The catalyst is CC#N. The product is [OH:17][P:14]([O:13][P:10]([O:9][P:6]([O:5][P:2]([OH:4])([OH:3])=[O:1])([OH:8])=[O:7])([OH:12])=[O:11])(=[O:15])[OH:16].[C@@H:28]1([N:33]2[CH:40]=[CH:39][C:37](=[O:38])[NH:36][C:34]2=[O:35])[O:29][C@H:30]([CH2:31][OH:32])[C@@H:26]([OH:25])[C@H:27]1[OH:41]. The yield is 0.940.